This data is from Full USPTO retrosynthesis dataset with 1.9M reactions from patents (1976-2016). The task is: Predict the reactants needed to synthesize the given product. (1) Given the product [Cl:1][C:2]1[CH:7]=[C:6]([F:8])[CH:5]=[C:4]([Cl:9])[C:3]=1[N:10]1[CH:19]=[C:13]2[CH:14]=[N+:15]([O-:28])[CH:16]=[C:17]([F:18])[C:12]2=[N:11]1, predict the reactants needed to synthesize it. The reactants are: [Cl:1][C:2]1[CH:7]=[C:6]([F:8])[CH:5]=[C:4]([Cl:9])[C:3]=1[N:10]1[CH:19]=[C:13]2[CH:14]=[N:15][CH:16]=[C:17]([F:18])[C:12]2=[N:11]1.C1C=C(Cl)C=C(C(OO)=[O:28])C=1. (2) Given the product [F:19][C:16]([F:17])([F:18])[C:14]1[CH:13]=[C:12]([NH:20][NH:21][C:22](=[O:43])[CH:23]([N:30]2[CH2:35][CH2:34][NH:33][CH2:32][CH2:31]2)[C:24]2[CH:25]=[N:26][CH:27]=[N:28][CH:29]=2)[CH:11]=[C:10]([C:9]([F:8])([F:44])[F:45])[CH:15]=1, predict the reactants needed to synthesize it. The reactants are: C(O)(C(F)(F)F)=O.[F:8][C:9]([F:45])([F:44])[C:10]1[CH:11]=[C:12]([NH:20][NH:21][C:22](=[O:43])[CH:23]([N:30]2[CH2:35][CH2:34][N:33](C(OC(C)(C)C)=O)[CH2:32][CH2:31]2)[C:24]2[CH:25]=[N:26][CH:27]=[N:28][CH:29]=2)[CH:13]=[C:14]([C:16]([F:19])([F:18])[F:17])[CH:15]=1. (3) Given the product [CH3:1][O:2][C:3](=[O:11])[C:4]1[CH:9]=[CH:8][C:7]([O:10][CH:13]2[CH2:14][CH2:15][CH2:16][CH2:17][O:12]2)=[CH:6][CH:5]=1, predict the reactants needed to synthesize it. The reactants are: [CH3:1][O:2][C:3](=[O:11])[C:4]1[CH:9]=[CH:8][C:7]([OH:10])=[CH:6][CH:5]=1.[O:12]1[CH:17]=[CH:16][CH2:15][CH2:14][CH2:13]1. (4) The reactants are: [CH3:1][O:2][C:3]1[CH:10]=[CH:9][CH:8]=[CH:7][C:4]=1[CH:5]=[O:6].S([CH2:21][N+:22]#[C-:23])(C1C=CC(C)=CC=1)(=O)=O.C(=O)([O-])[O-].[K+].[K+]. Given the product [CH3:1][O:2][C:3]1[CH:10]=[CH:9][CH:8]=[CH:7][C:4]=1[C:5]1[O:6][CH:23]=[N:22][CH:21]=1, predict the reactants needed to synthesize it. (5) Given the product [C:1]1([S:7]([N:10]2[C:14]3[C:13](=[C:18]([O:19][CH3:20])[CH:17]=[CH:16][N:15]=3)[CH:12]=[C:11]2[C:27]2[CH2:31][CH2:30][CH2:29][CH:28]=2)(=[O:9])=[O:8])[CH:6]=[CH:5][CH:4]=[CH:3][CH:2]=1, predict the reactants needed to synthesize it. The reactants are: [C:1]1([S:7]([N:10]2[C:14]3=[N:15][CH:16]=[CH:17][C:18]([O:19][CH3:20])=[C:13]3[CH:12]=[C:11]2I)(=[O:9])=[O:8])[CH:6]=[CH:5][CH:4]=[CH:3][CH:2]=1.C([Sn](CCCC)(CCCC)[C:27]1[CH2:31][CH2:30][CH2:29][CH:28]=1)CCC. (6) Given the product [O:1]1[C:6]2[CH:7]=[CH:8][C:9]([NH:11][C:19](=[O:24])[C:20]([CH3:23])([CH3:22])[CH3:21])=[CH:10][C:5]=2[O:4][CH2:3][CH2:2]1, predict the reactants needed to synthesize it. The reactants are: [O:1]1[C:6]2[CH:7]=[CH:8][C:9]([NH2:11])=[CH:10][C:5]=2[O:4][CH2:3][CH2:2]1.C(N(CC)CC)C.[C:19](Cl)(=[O:24])[C:20]([CH3:23])([CH3:22])[CH3:21]. (7) Given the product [CH3:14][O:15][C:16](=[O:32])[CH:17]([CH:25]([N:10]1[C:11]2[C:7](=[CH:6][CH:5]=[CH:4][C:3]=2[O:2][CH3:1])[CH:8]=[CH:9]1)[C:26]1[CH:27]=[N:28][CH:29]=[CH:30][CH:31]=1)[C:18]([O:20][C:21]([CH3:23])([CH3:24])[CH3:22])=[O:19], predict the reactants needed to synthesize it. The reactants are: [CH3:1][O:2][C:3]1[CH:4]=[CH:5][CH:6]=[C:7]2[C:11]=1[NH:10][CH:9]=[CH:8]2.[H-].[Na+].[CH3:14][O:15][C:16](=[O:32])[C:17](=[CH:25][C:26]1[CH:27]=[N:28][CH:29]=[CH:30][CH:31]=1)[C:18]([O:20][C:21]([CH3:24])([CH3:23])[CH3:22])=[O:19].